From a dataset of Reaction yield outcomes from USPTO patents with 853,638 reactions. Predict the reaction yield, written as a fraction of the theoretical maximum amount of product (1.0 means a 100% yield; for example, 0.34 means a 34% yield). (1) The reactants are Br[C:2]1[CH:19]=[C:18]2[C:5]([CH2:6][C:7]3([C:11]42[N:15]=[C:14]([NH2:16])[C:13]([CH3:17])=[N:12]4)[CH2:10][CH2:9][CH2:8]3)=[CH:4][CH:3]=1.[C:20]([CH:22]1[CH2:24][CH2:23]1)#[CH:21].C(N(CC)CC)C. The catalyst is CN(C=O)C.C1C=CC([P]([Pd]([P](C2C=CC=CC=2)(C2C=CC=CC=2)C2C=CC=CC=2)([P](C2C=CC=CC=2)(C2C=CC=CC=2)C2C=CC=CC=2)[P](C2C=CC=CC=2)(C2C=CC=CC=2)C2C=CC=CC=2)(C2C=CC=CC=2)C2C=CC=CC=2)=CC=1. The product is [CH:22]1([C:20]#[C:21][C:2]2[CH:19]=[C:18]3[C:5]([CH2:6][C:7]4([C:11]53[N:15]=[C:14]([NH2:16])[C:13]([CH3:17])=[N:12]5)[CH2:8][CH2:9][CH2:10]4)=[CH:4][CH:3]=2)[CH2:24][CH2:23]1. The yield is 0.480. (2) The reactants are [CH3:1][O:2][C:3]1[CH:4]=[C:5]([C:9]2[CH:17]=[CH:16][CH:15]=[C:14]3[C:10]=2[CH2:11][C:12](=[O:18])[NH:13]3)[CH:6]=[CH:7][CH:8]=1.[N:19]1([CH2:24][CH2:25][NH:26][C:27]([C:29]2[CH:33]=[C:32]([CH3:34])[NH:31][C:30]=2[CH:35]=O)=[O:28])[CH2:23][CH2:22][CH2:21][CH2:20]1. The catalyst is C(O)C.N1CCCCC1. The product is [N:19]1([CH2:24][CH2:25][NH:26][C:27]([C:29]2[CH:33]=[C:32]([CH3:34])[NH:31][C:30]=2[CH:35]=[C:11]2[C:10]3[C:14](=[CH:15][CH:16]=[CH:17][C:9]=3[C:5]3[CH:6]=[CH:7][CH:8]=[C:3]([O:2][CH3:1])[CH:4]=3)[NH:13][C:12]2=[O:18])=[O:28])[CH2:23][CH2:22][CH2:21][CH2:20]1. The yield is 0.340. (3) The reactants are O[C:2]1[C:7]([N+]([O-])=O)=[CH:6][C:5]([F:11])=[CH:4][N:3]=1.[OH:12][C:13]1C=CC(F)=CN=1.NC1C=CC(OC)=NC=1. No catalyst specified. The product is [CH3:13][O:12][C:4]1[C:5]([F:11])=[CH:6][CH:7]=[CH:2][N:3]=1. The yield is 1.00. (4) The reactants are [NH2:1][C@@:2]([C:14]1[CH:19]=[C:18]([Br:20])[C:17]([F:21])=[CH:16][C:15]=1[F:22])([CH3:13])[CH2:3][CH:4]([C:6]1[C:7]([CH3:12])=[N:8][O:9][C:10]=1[CH3:11])[OH:5].[C:23]([N:31]=[C:32]=[S:33])(=[O:30])[C:24]1[CH:29]=[CH:28][CH:27]=[CH:26][CH:25]=1. The catalyst is C(Cl)Cl. The product is [Br:20][C:18]1[C:17]([F:21])=[CH:16][C:15]([F:22])=[C:14]([C@@:2]([NH:1][C:32]([NH:31][C:23](=[O:30])[C:24]2[CH:25]=[CH:26][CH:27]=[CH:28][CH:29]=2)=[S:33])([CH2:3][CH:4]([C:6]2[C:7]([CH3:12])=[N:8][O:9][C:10]=2[CH3:11])[OH:5])[CH3:13])[CH:19]=1. The yield is 0.890.